From a dataset of Reaction yield outcomes from USPTO patents with 853,638 reactions. Predict the reaction yield, written as a fraction of the theoretical maximum amount of product (1.0 means a 100% yield; for example, 0.34 means a 34% yield). No catalyst specified. The yield is 0.0200. The product is [CH:23]1([CH:19]([CH:13]2[CH2:14][CH2:15][CH2:16][CH2:17][CH2:18]2)[C:20]([NH:2][NH:1][C:3]2[CH:12]=[CH:11][CH:10]=[C:9]3[C:4]=2[CH:5]=[CH:6][CH:7]=[N:8]3)=[O:21])[CH2:24][CH2:25][CH2:26][CH2:27][CH2:28]1. The reactants are [NH:1]([C:3]1[CH:12]=[CH:11][CH:10]=[C:9]2[C:4]=1[CH:5]=[CH:6][CH:7]=[N:8]2)[NH2:2].[CH:13]1([CH:19]([CH:23]2[CH2:28][CH2:27][CH2:26][CH2:25][CH2:24]2)[C:20](O)=[O:21])[CH2:18][CH2:17][CH2:16][CH2:15][CH2:14]1.